Dataset: Full USPTO retrosynthesis dataset with 1.9M reactions from patents (1976-2016). Task: Predict the reactants needed to synthesize the given product. (1) Given the product [Cl:15][C:9]1[CH:10]=[C:11]([Cl:14])[CH:12]=[CH:13][C:8]=1[C:6]1[N:7]=[C:2]([CH:29]=[CH2:30])[C:3]([NH:18][C@@H:19]2[C:27]3[C:22](=[CH:23][CH:24]=[CH:25][CH:26]=3)[CH2:21][C@@H:20]2[OH:28])=[N:4][C:5]=1[O:16][CH3:17], predict the reactants needed to synthesize it. The reactants are: Br[C:2]1[C:3]([NH:18][C@@H:19]2[C:27]3[C:22](=[CH:23][CH:24]=[CH:25][CH:26]=3)[CH2:21][C@@H:20]2[OH:28])=[N:4][C:5]([O:16][CH3:17])=[C:6]([C:8]2[CH:13]=[CH:12][C:11]([Cl:14])=[CH:10][C:9]=2[Cl:15])[N:7]=1.[CH2:29]([Sn](CCCC)(CCCC)C=C)[CH2:30]CC.[F-].[K+]. (2) Given the product [Si:15]([O:1][CH2:2][C@@H:3]1[CH2:7][C:6](=[O:8])[CH2:5][C@H:4]1[C:9]1[CH:14]=[CH:13][CH:12]=[CH:11][CH:10]=1)([C:18]([CH3:21])([CH3:20])[CH3:19])([CH3:17])[CH3:16], predict the reactants needed to synthesize it. The reactants are: [OH:1][CH2:2][C@@H:3]1[CH2:7][C:6](=[O:8])[CH2:5][C@H:4]1[C:9]1[CH:14]=[CH:13][CH:12]=[CH:11][CH:10]=1.[Si:15](Cl)([C:18]([CH3:21])([CH3:20])[CH3:19])([CH3:17])[CH3:16].CCN(C(C)C)C(C)C.Cl. (3) The reactants are: [CH3:1][C:2]1[CH:7]=[CH:6][C:5]([O:8][C:9]2[CH:10]=[N:11][C:12]([N+:15]([O-])=O)=[CH:13][CH:14]=2)=[CH:4][C:3]=1[NH:18][C:19](=[O:25])[O:20][C:21]([CH3:24])([CH3:23])[CH3:22]. Given the product [NH2:15][C:12]1[N:11]=[CH:10][C:9]([O:8][C:5]2[CH:6]=[CH:7][C:2]([CH3:1])=[C:3]([NH:18][C:19](=[O:25])[O:20][C:21]([CH3:22])([CH3:23])[CH3:24])[CH:4]=2)=[CH:14][CH:13]=1, predict the reactants needed to synthesize it. (4) Given the product [N:26]1([O:27][C:2]2[N:7]=[C:6]([NH:8][C:9]3[S:10][CH:11]=[C:12]([CH3:14])[CH:13]=3)[C:5]([C:15]([NH2:33])=[O:17])=[CH:4][N:3]=2)[C:21]2[CH:20]=[CH:19][CH:18]=[CH:23][C:22]=2[N:24]=[N:25]1, predict the reactants needed to synthesize it. The reactants are: Cl[C:2]1[N:7]=[C:6]([NH:8][C:9]2[S:10][CH:11]=[C:12]([CH3:14])[CH:13]=2)[C:5]([C:15]([OH:17])=O)=[CH:4][N:3]=1.[CH:18]1[CH:23]=[C:22]2[N:24]=[N:25][N:26]([OH:27])[C:21]2=[CH:20][CH:19]=1.O.C(Cl)CCl.[NH3:33]. (5) Given the product [Br:1][C:2]1[CH:10]=[CH:9][C:5]([C:6]([NH:15][CH:13]([CH3:14])[CH3:12])=[O:8])=[C:4]([F:11])[CH:3]=1, predict the reactants needed to synthesize it. The reactants are: [Br:1][C:2]1[CH:10]=[CH:9][C:5]([C:6]([OH:8])=O)=[C:4]([F:11])[CH:3]=1.[CH3:12][CH:13]([NH2:15])[CH3:14]. (6) Given the product [Cl:31][C:32]1[CH:33]=[C:34]([NH:35][C:15]([C:14]2[N:13]([CH3:18])[N:12]=[C:11]3[C:4]4[CH:3]=[C:2]([F:1])[CH:7]=[CH:6][C:5]=4[O:8][CH2:9][C:10]=23)=[O:17])[CH:36]=[CH:37][CH:38]=1, predict the reactants needed to synthesize it. The reactants are: [F:1][C:2]1[CH:7]=[CH:6][C:5]2[O:8][CH2:9][C:10]3[C:11](=[N:12][N:13]([CH3:18])[C:14]=3[C:15]([OH:17])=O)[C:4]=2[CH:3]=1.C(Cl)(=O)C(Cl)=O.N1C=CC=CC=1.[Cl:31][C:32]1[CH:33]=[C:34]([CH:36]=[CH:37][CH:38]=1)[NH2:35]. (7) Given the product [Br:18][C:14]1[CH:15]=[C:16]([F:17])[C:11]([C:9]#[C:8][Si:5]([C:1]([CH3:4])([CH3:3])[CH3:2])([CH3:7])[CH3:6])=[N:12][CH:13]=1, predict the reactants needed to synthesize it. The reactants are: [C:1]([Si:5]([C:8]#[CH:9])([CH3:7])[CH3:6])([CH3:4])([CH3:3])[CH3:2].Br[C:11]1[C:16]([F:17])=[CH:15][C:14]([Br:18])=[CH:13][N:12]=1.C(N(CC)CC)C. (8) Given the product [F:48][O:14][P:15]([CH2:21][P:22]([CH2:27][CH2:28][CH2:29][CH2:30][CH2:31][CH2:32][CH2:33][CH2:34][CH2:35][CH:36]=[CH2:37])([O:24][CH2:25][CH3:26])=[O:23])(=[O:20])[OH:16], predict the reactants needed to synthesize it. The reactants are: C[Si]([N-][Si](C)(C)C)(C)C.[Na+].C([O:14][P:15]([CH2:21][P:22]([CH2:27][CH2:28][CH2:29][CH2:30][CH2:31][CH2:32][CH2:33][CH2:34][CH2:35][CH:36]=[CH2:37])([O:24][CH2:25][CH3:26])=[O:23])(=[O:20])[O:16]C(C)C)(C)C.C1C=CC(S(N(S(C2C=CC=CC=2)(=O)=O)[F:48])(=O)=O)=CC=1.[Cl-].[NH4+]. (9) Given the product [F:33][C:15]([F:14])([F:34])[C:16]([NH:18][CH2:19][C:20]1[CH:25]=[CH:24][C:23]([F:26])=[C:22]([CH:27]2[CH2:32][CH2:31][N:30]([C:10]([C:2]3[NH:1][C:5]4=[N:6][CH:7]=[CH:8][CH:9]=[C:4]4[CH:3]=3)=[O:12])[CH2:29][CH2:28]2)[CH:21]=1)=[O:17], predict the reactants needed to synthesize it. The reactants are: [NH:1]1[C:5]2=[N:6][CH:7]=[CH:8][CH:9]=[C:4]2[CH:3]=[C:2]1[C:10]([OH:12])=O.Cl.[F:14][C:15]([F:34])([F:33])[C:16]([NH:18][CH2:19][C:20]1[CH:25]=[CH:24][C:23]([F:26])=[C:22]([CH:27]2[CH2:32][CH2:31][NH:30][CH2:29][CH2:28]2)[CH:21]=1)=[O:17].CCN=C=NCCCN(C)C.CCN(CC)CC.